From a dataset of Forward reaction prediction with 1.9M reactions from USPTO patents (1976-2016). Predict the product of the given reaction. (1) Given the reactants [CH2:1]([N:3]([CH:11]1[CH2:15][CH2:14][CH:13]([C:16]2[C:24]3[C:19](=[CH:20][CH:21]=[C:22]([NH:25][C:26]([C:28]4[S:29][CH:30]=[CH:31][CH:32]=4)=[NH:27])[CH:23]=3)[NH:18][CH:17]=2)[CH2:12]1)C(=O)OC(C)(C)C)[CH3:2].C(O)(C(F)(F)F)=O.[NH4+].[OH-], predict the reaction product. The product is: [CH2:1]([NH:3][CH:11]1[CH2:15][CH2:14][CH:13]([C:16]2[C:24]3[C:19](=[CH:20][CH:21]=[C:22]([NH:25][C:26]([C:28]4[S:29][CH:30]=[CH:31][CH:32]=4)=[NH:27])[CH:23]=3)[NH:18][CH:17]=2)[CH2:12]1)[CH3:2]. (2) The product is: [C:31]([O:34][C:35]([NH:1][CH:2]([CH2:13][C:14]1[CH:19]=[CH:18][CH:17]=[C:16]([OH:20])[CH:15]=1)[C:3]([O:5][CH2:6][C:7]1[CH:12]=[CH:11][CH:10]=[CH:9][CH:8]=1)=[O:4])=[O:36])([CH3:33])([CH3:32])[CH3:30]. Given the reactants [NH2:1][CH:2]([CH2:13][C:14]1[CH:19]=[CH:18][CH:17]=[C:16]([OH:20])[CH:15]=1)[C:3]([O:5][CH2:6][C:7]1[CH:12]=[CH:11][CH:10]=[CH:9][CH:8]=1)=[O:4].C(N(C(C)C)CC)(C)C.[CH3:30][C:31]([O:34][C:35](O[C:35]([O:34][C:31]([CH3:33])([CH3:32])[CH3:30])=[O:36])=[O:36])([CH3:33])[CH3:32], predict the reaction product. (3) Given the reactants [CH2:1]([C:8]1[NH:12][N:11]=[N:10][N:9]=1)[C:2]1[CH:7]=[CH:6][CH:5]=[CH:4][CH:3]=1.Cl[CH2:14][CH2:15][CH2:16]I.C[O-].[Na+].[Cl:21][C:22]1[N:30](CC=C)[C:29]2[C:28](=[O:34])[NH:27][C:26](=[O:35])[N:25]([CH2:36][CH2:37][CH2:38][CH2:39][CH3:40])[C:24]=2[N:23]=1.C([O-])([O-])=O.[Cs+].[Cs+].N1CCOCC1, predict the reaction product. The product is: [Cl:21][C:22]1[NH:30][C:29]2[C:28](=[O:34])[N:27]([CH2:14][CH2:15][CH2:16][N:11]3[N:10]=[N:9][C:8]([CH2:1][C:2]4[CH:3]=[CH:4][CH:5]=[CH:6][CH:7]=4)=[N:12]3)[C:26](=[O:35])[N:25]([CH2:36][CH2:37][CH2:38][CH2:39][CH3:40])[C:24]=2[N:23]=1. (4) Given the reactants [O:1]=[C:2]1[C:11]2[C:6](=[CH:7][CH:8]=[CH:9][CH:10]=2)[CH2:5][CH2:4][N:3]1[CH:12]([CH:25]([OH:30])[CH2:26][N+:27]([O-])=O)[CH:13]([NH:21][C:22]([CH3:24])=[O:23])[C:14]([O:16][C:17]([CH3:20])([CH3:19])[CH3:18])=[O:15].C(O)(=O)C, predict the reaction product. The product is: [O:1]=[C:2]1[C:11]2[C:6](=[CH:7][CH:8]=[CH:9][CH:10]=2)[CH2:5][CH2:4][N:3]1[CH:12]([CH:25]([OH:30])[CH2:26][NH2:27])[CH:13]([NH:21][C:22]([CH3:24])=[O:23])[C:14]([O:16][C:17]([CH3:20])([CH3:19])[CH3:18])=[O:15]. (5) Given the reactants [NH2:1][C@@H:2]1[C:8](=[O:9])[NH:7][C:6]2[CH:10]=[CH:11][CH:12]=[CH:13][C:5]=2[C:4]2[CH:14]=[CH:15][CH:16]=[CH:17][C:3]1=2.[OH:18][C:19]([CH3:32])([C:23]([NH:25][CH2:26][CH2:27][C:28]([F:31])([F:30])[F:29])=[O:24])[C:20](O)=[O:21].O.ON1C2C=CC=CC=2N=N1.C(N(C(C)C)CC)(C)C.Cl.CN(C)CCCN=C=NCC.Cl, predict the reaction product. The product is: [OH:18][C:19]([CH3:32])([C:23]([NH:25][CH2:26][CH2:27][C:28]([F:29])([F:30])[F:31])=[O:24])[C:20]([NH:1][C@@H:2]1[C:8](=[O:9])[NH:7][C:6]2[CH:10]=[CH:11][CH:12]=[CH:13][C:5]=2[C:4]2[CH:14]=[CH:15][CH:16]=[CH:17][C:3]1=2)=[O:21].